Predict which catalyst facilitates the given reaction. From a dataset of Catalyst prediction with 721,799 reactions and 888 catalyst types from USPTO. Reactant: [CH2:1]([N:4]1[C:13]2[C:8](=[CH:9][CH:10]=[C:11]([OH:14])[CH:12]=2)[CH2:7][CH2:6][CH2:5]1)[C:2]#[CH:3].C(N(CC)CC)C.[Cl:22][C:23]1[CH:28]=[CH:27][C:26]([N:29]=[C:30]=[O:31])=[CH:25][CH:24]=1. Product: [Cl:22][C:23]1[CH:28]=[CH:27][C:26]([NH:29][C:30](=[O:31])[O:14][C:11]2[CH:12]=[C:13]3[C:8]([CH2:7][CH2:6][CH2:5][N:4]3[CH2:1][C:2]#[CH:3])=[CH:9][CH:10]=2)=[CH:25][CH:24]=1. The catalyst class is: 7.